Task: Predict the reactants needed to synthesize the given product.. Dataset: Full USPTO retrosynthesis dataset with 1.9M reactions from patents (1976-2016) (1) Given the product [Br:1][C:2]1[CH:7]=[C:6]([O:8][CH3:9])[C:5]([O:10][CH:11]([CH3:13])[CH3:12])=[CH:4][C:3]=1[CH2:14][CH2:15][OH:16], predict the reactants needed to synthesize it. The reactants are: [Br:1][C:2]1[CH:7]=[C:6]([O:8][CH3:9])[C:5]([O:10][CH:11]([CH3:13])[CH3:12])=[CH:4][C:3]=1[CH2:14][CH:15]=[O:16].[BH4-].[Na+]. (2) Given the product [NH2:14][C:16]1[CH:17]=[C:18]2[C:23](=[CH:24][C:25]=1[F:26])[C:22](=[O:27])[N:21]([C:28]1[CH:29]=[CH:30][C:31]([NH:7][C:5]([NH:4][S:1]([C:40]3[S:41][CH:42]=[C:38]([CH:37]([F:47])[F:36])[CH:39]=3)(=[O:3])=[O:2])=[O:6])=[CH:32][CH:33]=1)[CH:20]=[CH:19]2, predict the reactants needed to synthesize it. The reactants are: [S:1](=[N:4][C:5]([NH2:7])=[O:6])(=[O:3])=[O:2].C(OC(=O)[N:14]([C:16]1[CH:17]=[C:18]2[C:23](=[CH:24][C:25]=1[F:26])[C:22](=[O:27])[N:21]([C:28]1[CH:33]=[CH:32][C:31](N)=[CH:30][CH:29]=1)[CH:20]=[CH:19]2)C)(C)(C)C.[F:36][CH:37]([F:47])[C:38]1[CH:39]=[C:40](S(N)(=O)=O)[S:41][CH:42]=1. (3) Given the product [N:30]1([CH2:11][C@H:8]2[CH2:9][CH2:10][C@H:5]([CH2:4][CH2:3][N:2]([CH3:1])[S:17]([C:20]3[CH:25]=[CH:24][C:23]([C:26]([F:29])([F:28])[F:27])=[CH:22][CH:21]=3)(=[O:19])=[O:18])[CH2:6][CH2:7]2)[CH:34]=[CH:33][N:32]=[CH:31]1, predict the reactants needed to synthesize it. The reactants are: [CH3:1][N:2]([S:17]([C:20]1[CH:25]=[CH:24][C:23]([C:26]([F:29])([F:28])[F:27])=[CH:22][CH:21]=1)(=[O:19])=[O:18])[CH2:3][CH2:4][C@H:5]1[CH2:10][CH2:9][C@H:8]([CH2:11]OS(C)(=O)=O)[CH2:7][CH2:6]1.[NH:30]1[CH:34]=[CH:33][N:32]=[CH:31]1.[H-].[Na+]. (4) Given the product [I:15][C:2]1[N:7]=[C:6]([C:8]#[N:9])[CH:5]=[CH:4][CH:3]=1, predict the reactants needed to synthesize it. The reactants are: Cl[C:2]1[N:7]=[C:6]([C:8]#[N:9])[CH:5]=[CH:4][CH:3]=1.C[Si](Cl)(C)C.[I-:15].[Na+]. (5) The reactants are: [CH3:1][O:2][C:3]1[CH:12]=[C:11]2[C:6]([N:7]=[C:8]([CH3:33])[C:9](/[CH:13]=[CH:14]/[C:15]3[N:20]=[C:19]([NH:21][CH:22]4[CH2:27][CH2:26][O:25][CH2:24][CH2:23]4)[CH:18]=[C:17]([N:28]4[CH2:32][CH2:31][CH2:30][CH2:29]4)[N:16]=3)=[N:10]2)=[CH:5][CH:4]=1.[ClH:34]. Given the product [ClH:34].[ClH:34].[CH3:1][O:2][C:3]1[CH:12]=[C:11]2[C:6]([N:7]=[C:8]([CH3:33])[C:9](/[CH:13]=[CH:14]/[C:15]3[N:20]=[C:19]([NH:21][CH:22]4[CH2:27][CH2:26][O:25][CH2:24][CH2:23]4)[CH:18]=[C:17]([N:28]4[CH2:32][CH2:31][CH2:30][CH2:29]4)[N:16]=3)=[N:10]2)=[CH:5][CH:4]=1.[CH3:1][O:2][C:3]1[CH:12]=[C:11]2[C:6]([N:7]=[C:8]([CH3:33])[C:9](/[CH:13]=[CH:14]/[C:15]3[N:20]=[C:19]([NH:21][CH:22]4[CH2:27][CH2:26][O:25][CH2:24][CH2:23]4)[CH:18]=[C:17]([N:28]4[CH2:32][CH2:31][CH2:30][CH2:29]4)[N:16]=3)=[N:10]2)=[CH:5][CH:4]=1, predict the reactants needed to synthesize it.